Dataset: Forward reaction prediction with 1.9M reactions from USPTO patents (1976-2016). Task: Predict the product of the given reaction. Given the reactants [CH3:1][C@@H:2]([NH:23]C(=O)OC(C)(C)C)[C:3]([NH:5][C:6]1[CH:11]=[CH:10][C:9]([O:12][C:13]2[C:18]3[C:19]([CH3:22])=[N:20][O:21][C:17]=3[CH:16]=[CH:15][CH:14]=2)=[CH:8][CH:7]=1)=[O:4].C(O)(C(F)(F)F)=O, predict the reaction product. The product is: [CH3:22][C:19]1[C:18]2[C:13]([O:12][C:9]3[CH:10]=[CH:11][C:6]([NH:5][C:3](=[O:4])[C@@H:2]([CH3:1])[NH2:23])=[CH:7][CH:8]=3)=[CH:14][CH:15]=[CH:16][C:17]=2[O:21][N:20]=1.